From a dataset of Reaction yield outcomes from USPTO patents with 853,638 reactions. Predict the reaction yield, written as a fraction of the theoretical maximum amount of product (1.0 means a 100% yield; for example, 0.34 means a 34% yield). (1) The reactants are Br[C:2]1[CH:3]=[C:4]([NH:10][C:11]2[CH:16]=[CH:15][C:14]([N:17]3[CH2:22][CH2:21][N:20]([CH:23]4[CH2:26][O:25][CH2:24]4)[CH2:19][C@@H:18]3[CH2:27][CH3:28])=[CH:13][N:12]=2)[C:5](=[O:9])[N:6]([CH3:8])[CH:7]=1.[C:29]([O:32][CH2:33][C:34]1[C:39](B2OC(C)(C)C(C)(C)O2)=[CH:38][C:37]([F:49])=[CH:36][C:35]=1[N:50]1[C:62](=[O:63])[C:61]2[S:60][C:59]3[CH2:58][CH2:57][CH2:56][CH2:55][C:54]=3[C:53]=2[CH:52]=[N:51]1)(=[O:31])[CH3:30].[O-]P([O-])([O-])=O.[K+].[K+].[K+].C([O-])(=O)C.[Na+]. The catalyst is C1C=CC(P(C2C=CC=CC=2)[C-]2C=CC=C2)=CC=1.C1C=CC(P(C2C=CC=CC=2)[C-]2C=CC=C2)=CC=1.Cl[Pd]Cl.[Fe+2].O.C(#N)C. The product is [C:29]([O:32][CH2:33][C:34]1[C:35]([N:50]2[C:62](=[O:63])[C:61]3[S:60][C:59]4[CH2:58][CH2:57][CH2:56][CH2:55][C:54]=4[C:53]=3[CH:52]=[N:51]2)=[CH:36][C:37]([F:49])=[CH:38][C:39]=1[C:2]1[CH:3]=[C:4]([NH:10][C:11]2[CH:16]=[CH:15][C:14]([N:17]3[CH2:22][CH2:21][N:20]([CH:23]4[CH2:26][O:25][CH2:24]4)[CH2:19][C@@H:18]3[CH2:27][CH3:28])=[CH:13][N:12]=2)[C:5](=[O:9])[N:6]([CH3:8])[CH:7]=1)(=[O:31])[CH3:30]. The yield is 0.410. (2) The reactants are [CH3:1][N:2]1[C:10]2[C@@:9]3([CH3:14])[C:11]([CH3:13])([CH3:12])[C@H:6]([CH2:7][CH2:8]3)[C:5]=2[C:4](=[O:15])[NH:3]1.Cl[CH2:17][C:18]1[C:19]([CH3:24])=[N:20][O:21][C:22]=1[CH3:23]. The catalyst is CN(C)C=O. The product is [CH3:24][C:19]1[C:18]([CH2:17][N:3]2[C:4](=[O:15])[C:5]3[C@@H:6]4[C:11]([CH3:12])([CH3:13])[C@@:9]([CH3:14])([CH2:8][CH2:7]4)[C:10]=3[N:2]2[CH3:1])=[C:22]([CH3:23])[O:21][N:20]=1. The yield is 0.410. (3) The reactants are [F:1][C:2]1[CH:3]=[CH:4][C:5]([OH:10])=[C:6]([CH:9]=1)[CH:7]=O.[S:11]1[CH2:17][C:15](=[O:16])[NH:14][C:12]1=S.[C:18]([O:22][C:23](=[O:30])[NH:24][CH:25]1[CH2:29][CH2:28][NH:27][CH2:26]1)([CH3:21])([CH3:20])[CH3:19]. No catalyst specified. The product is [F:1][C:2]1[CH:3]=[CH:4][C:5]([OH:10])=[C:6](/[CH:7]=[C:17]2/[C:15](=[O:16])[N:14]=[C:12]([N:27]3[CH2:28][CH2:29][C@H:25]([NH:24][C:23](=[O:30])[O:22][C:18]([CH3:20])([CH3:19])[CH3:21])[CH2:26]3)[S:11]/2)[CH:9]=1. The yield is 0.660. (4) The reactants are [F:1][C:2]1([C:9]([O:11][CH3:12])=[O:10])[CH2:7][CH:6]2[O:8][CH:3]1[CH:4]=[CH:5]2.[H][H]. The catalyst is CCOC(C)=O.[Pd]. The product is [F:1][C@:2]1([C:9]([O:11][CH3:12])=[O:10])[CH2:7][C@H:6]2[O:8][C@@H:3]1[CH2:4][CH2:5]2. The yield is 0.900.